This data is from Catalyst prediction with 721,799 reactions and 888 catalyst types from USPTO. The task is: Predict which catalyst facilitates the given reaction. (1) Reactant: [CH3:1][N:2]([CH3:24])[C:3]1[N:23]=[C:6]2[CH:7]=[C:8]([NH:11][C:12]([C:14]3[N:18]([CH3:19])[N:17]=[CH:16][C:15]=3[C:20]([OH:22])=O)=[O:13])[CH:9]=[CH:10][N:5]2[N:4]=1.[NH:25]1[CH2:30][CH2:29][O:28][CH2:27][CH2:26]1.CCCP(=O)=O.C(N(C(C)C)CC)(C)C. Product: [CH3:24][N:2]([CH3:1])[C:3]1[N:23]=[C:6]2[CH:7]=[C:8]([NH:11][C:12]([C:14]3[N:18]([CH3:19])[N:17]=[CH:16][C:15]=3[C:20]([N:25]3[CH2:30][CH2:29][O:28][CH2:27][CH2:26]3)=[O:22])=[O:13])[CH:9]=[CH:10][N:5]2[N:4]=1. The catalyst class is: 7. (2) The catalyst class is: 273. Reactant: C(OC(=O)[C@@H]([C@H](C(OC(=O)C1C=CC=CC=1)=O)O)O)(=O)C1C=CC=CC=1.[C:27]1([CH:33]([OH:40])[CH2:34][N:35]2[CH2:39][CH2:38][CH2:37][CH2:36]2)[CH:32]=[CH:31][CH:30]=[CH:29][CH:28]=1. Product: [C:27]1([C@@H:33]([OH:40])[CH2:34][N:35]2[CH2:39][CH2:38][CH2:37][CH2:36]2)[CH:28]=[CH:29][CH:30]=[CH:31][CH:32]=1. (3) Reactant: [CH3:1][CH2:2][CH2:3][CH2:4][C:5]1[N:9]([CH2:10][C:11]2[CH:16]=[CH:15][C:14]([C:17]3[C:22]([C:23]4[N:27]=[N:26][N:25](C(C5C=CC=CC=5)(C5C=CC=CC=5)C5C=CC=CC=5)[N:24]=4)=[CH:21][CH:20]=[CH:19][CH:18]=3)=[CH:13][CH:12]=2)[C:8]([CH2:47][OH:48])=[C:7]([Cl:49])[N:6]=1.Cl. Product: [CH3:1][CH2:2][CH2:3][CH2:4][C:5]1[N:9]([CH2:10][C:11]2[CH:16]=[CH:15][C:14]([C:17]3[CH:18]=[CH:19][CH:20]=[CH:21][C:22]=3[C:23]3[N:27]=[N:26][NH:25][N:24]=3)=[CH:13][CH:12]=2)[C:8]([CH2:47][OH:48])=[C:7]([Cl:49])[N:6]=1. The catalyst class is: 5. (4) Reactant: C(O)(=O)C.[F:5][C:6]1[CH:7]=[C:8]2[C:14]([C:15](=[NH:17])[NH2:16])=[N:13][N:12]([CH2:18][C:19]3[N:24]=[CH:23][CH:22]=[CH:21][N:20]=3)[C:9]2=[N:10][CH:11]=1.C([N:27](CC)CC)C.O.NN. Product: [F:5][C:6]1[CH:7]=[C:8]2[C:14]([C:15](=[NH:16])[NH:17][NH2:27])=[N:13][N:12]([CH2:18][C:19]3[N:24]=[CH:23][CH:22]=[CH:21][N:20]=3)[C:9]2=[N:10][CH:11]=1. The catalyst class is: 8.